This data is from Peptide-MHC class I binding affinity with 185,985 pairs from IEDB/IMGT. The task is: Regression. Given a peptide amino acid sequence and an MHC pseudo amino acid sequence, predict their binding affinity value. This is MHC class I binding data. The peptide sequence is RAKGSRAIWY. The MHC is HLA-A30:02 with pseudo-sequence HLA-A30:02. The binding affinity (normalized) is 0.598.